From a dataset of CYP2C19 inhibition data for predicting drug metabolism from PubChem BioAssay. Regression/Classification. Given a drug SMILES string, predict its absorption, distribution, metabolism, or excretion properties. Task type varies by dataset: regression for continuous measurements (e.g., permeability, clearance, half-life) or binary classification for categorical outcomes (e.g., BBB penetration, CYP inhibition). Dataset: cyp2c19_veith. (1) The compound is O=C(Cn1c(SCc2ccccc2)nc2ccccc21)N1CCOCC1. The result is 1 (inhibitor). (2) The drug is Cc1ccc(S(=O)(=O)N[C@H]2COC(=O)C/C=C\[C@H](C)[C@@H](NS(=O)(=O)c3ccc(C)cc3)COC(=O)C/C=C\[C@@H]2C)cc1. The result is 0 (non-inhibitor). (3) The compound is Cc1nc2ccccc2nc1-c1ccc(N=[N+]([O-])c2ccc(-c3nc4ccccc4nc3C)cc2)cc1. The result is 0 (non-inhibitor). (4) The molecule is CC(=O)N1CCC2(CCCN(c3ccc(-c4ccccc4)cc3)C2)CC1. The result is 1 (inhibitor). (5) The molecule is COc1ccccc1NC(=O)Nc1nc(-c2cccnc2)nc2ccccc12. The result is 0 (non-inhibitor).